From a dataset of Forward reaction prediction with 1.9M reactions from USPTO patents (1976-2016). Predict the product of the given reaction. (1) Given the reactants [O-]Cl.[Na+].[CH3:4][C:5]1[C:13]([CH2:14][N:15]2[CH:19]=[CH:18][N:17]=[C:16]2[CH3:20])=[C:12]([CH3:21])[CH:11]=[C:10]([CH3:22])[C:6]=1[CH:7]=[N:8][OH:9], predict the reaction product. The product is: [CH3:4][C:5]1[C:13]([CH2:14][N:15]2[CH:19]=[CH:18][N:17]=[C:16]2[CH3:20])=[C:12]([CH3:21])[CH:11]=[C:10]([CH3:22])[C:6]=1[C:7]#[N+:8][O-:9]. (2) Given the reactants [F:1][C:2]1[C:7]([F:8])=[CH:6][C:5]([C:9]2[CH:14]=[CH:13][C:12]([O:15][CH2:16][CH:17]3[CH2:22][CH2:21][CH2:20][NH:19][CH2:18]3)=[CH:11][CH:10]=2)=[C:4]([O:23][CH3:24])[CH:3]=1.C[Si]([N:29]=[C:30]=[O:31])(C)C, predict the reaction product. The product is: [F:1][C:2]1[C:7]([F:8])=[CH:6][C:5]([C:9]2[CH:14]=[CH:13][C:12]([O:15][CH2:16][CH:17]3[CH2:22][CH2:21][CH2:20][N:19]([C:30]([NH2:29])=[O:31])[CH2:18]3)=[CH:11][CH:10]=2)=[C:4]([O:23][CH3:24])[CH:3]=1. (3) Given the reactants C(OC([N:8]1[CH2:13][CH2:12][N:11]([C:14](=[O:25])[NH:15][C:16]2[C:20]3[CH:21]=[CH:22][CH:23]=[CH:24][C:19]=3[O:18][N:17]=2)[CH2:10][CH2:9]1)=O)(C)(C)C.C(O)(C(F)(F)F)=O, predict the reaction product. The product is: [O:18]1[C:19]2[CH:24]=[CH:23][CH:22]=[CH:21][C:20]=2[C:16]([NH:15][C:14]([N:11]2[CH2:12][CH2:13][NH:8][CH2:9][CH2:10]2)=[O:25])=[N:17]1. (4) Given the reactants [OH:1][C:2]([CH3:21])([CH3:20])[CH2:3][NH:4][C:5]([C:7]1[S:8][CH:9]=[C:10]([C:12]([N:14]2[CH2:18][CH2:17][CH2:16][C@@H:15]2[CH3:19])=[O:13])[N:11]=1)=[O:6].Br[C:23]1[CH:28]=[CH:27][C:26]([C:29]([OH:38])([C:34]([F:37])([F:36])[F:35])[C:30]([F:33])([F:32])[F:31])=[C:25]([F:39])[C:24]=1[CH:40]([F:42])[F:41], predict the reaction product. The product is: [F:42][CH:40]([F:41])[C:24]1[C:25]([F:39])=[C:26]([C:29]([OH:38])([C:34]([F:37])([F:35])[F:36])[C:30]([F:31])([F:32])[F:33])[CH:27]=[CH:28][C:23]=1[C:9]1[S:8][C:7]([C:5]([NH:4][CH2:3][C:2]([OH:1])([CH3:20])[CH3:21])=[O:6])=[N:11][C:10]=1[C:12]([N:14]1[CH2:18][CH2:17][CH2:16][C@@H:15]1[CH3:19])=[O:13]. (5) The product is: [CH2:1]([O:8][C:9]1[C:14]([N:15]([CH2:41][CH3:42])[S:16]([CH3:19])(=[O:18])=[O:17])=[CH:13][N:12]2[N:20]=[C:21]([C:28]3[CH:29]=[CH:30][C:31]([F:34])=[CH:32][CH:33]=3)[C:22]([C:23]([O:25][CH2:26][CH3:27])=[O:24])=[C:11]2[CH:10]=1)[C:2]1[CH:7]=[CH:6][CH:5]=[CH:4][CH:3]=1. Given the reactants [CH2:1]([O:8][C:9]1[C:14]([NH:15][S:16]([CH3:19])(=[O:18])=[O:17])=[CH:13][N:12]2[N:20]=[C:21]([C:28]3[CH:33]=[CH:32][C:31]([F:34])=[CH:30][CH:29]=3)[C:22]([C:23]([O:25][CH2:26][CH3:27])=[O:24])=[C:11]2[CH:10]=1)[C:2]1[CH:7]=[CH:6][CH:5]=[CH:4][CH:3]=1.C(=O)([O-])[O-].[K+].[K+].[CH2:41](I)[CH3:42], predict the reaction product. (6) The product is: [Cl:1][C:2]1[CH:3]=[CH:4][C:5]([C@@H:8]2[CH2:9][O:10][CH2:11][C@@H:12]3[C@H:14]([CH3:15])[O:16][C:23](=[O:27])[C:24](=[O:25])[N:13]23)=[CH:6][CH:7]=1. Given the reactants [Cl:1][C:2]1[CH:7]=[CH:6][C:5]([C@H:8]2[NH:13][C@@H:12]([C@@H:14]([OH:16])[CH3:15])[CH2:11][O:10][CH2:9]2)=[CH:4][CH:3]=1.N1C=CC=CC=1.[C:23](Cl)(=[O:27])[C:24](Cl)=[O:25], predict the reaction product.